Task: Predict the reactants needed to synthesize the given product.. Dataset: Full USPTO retrosynthesis dataset with 1.9M reactions from patents (1976-2016) Given the product [C:34]([O:38][C:1](=[O:5])[CH2:2][CH2:33][CH2:32][NH:29][CH2:24][C@H:23]([NH:22][C:14]1[CH:15]=[CH:16][C:17]([C:18]([F:21])([F:20])[F:19])=[C:12]([Cl:45])[CH:13]=1)[CH3:26])([CH3:37])([CH3:36])[CH3:35], predict the reactants needed to synthesize it. The reactants are: [C:1](Cl)(=[O:5])[C:2](Cl)=O.CS(C)=O.Cl[C:12]1[CH:13]=[C:14]([NH:22][C@H:23]([CH3:26])[CH2:24]O)[CH:15]=[CH:16][C:17]=1[C:18]([F:21])([F:20])[F:19].C([N:29]([CH2:32][CH3:33])CC)C.[C:34]([O:38]C(=O)CCCN)([CH3:37])([CH3:36])[CH3:35].[ClH:45].C(O)(=O)C.C(O[BH-](OC(=O)C)OC(=O)C)(=O)C.[Na+].C([O-])(O)=O.[Na+].C(Cl)Cl.